From a dataset of Reaction yield outcomes from USPTO patents with 853,638 reactions. Predict the reaction yield, written as a fraction of the theoretical maximum amount of product (1.0 means a 100% yield; for example, 0.34 means a 34% yield). (1) The reactants are [CH3:1][C:2]1[C:6]([CH2:7][N:8]2[CH:12]=[C:11]([N:13]3[C:17](=[O:18])[CH2:16][NH:15][C:14]3=[O:19])[CH:10]=[N:9]2)=[C:5]([CH3:20])[O:4][N:3]=1.Br[CH2:22][CH2:23][CH2:24][C:25]1[CH:30]=[CH:29][CH:28]=[CH:27][CH:26]=1. No catalyst specified. The product is [CH3:1][C:2]1[C:6]([CH2:7][N:8]2[CH:12]=[C:11]([N:13]3[C:17](=[O:18])[CH2:16][N:15]([CH2:22][CH2:23][CH2:24][C:25]4[CH:30]=[CH:29][CH:28]=[CH:27][CH:26]=4)[C:14]3=[O:19])[CH:10]=[N:9]2)=[C:5]([CH3:20])[O:4][N:3]=1. The yield is 0.360. (2) The reactants are CO.C([O:5][CH:6]1[CH:11]([CH:12]([CH3:14])[CH3:13])[CH2:10][CH2:9][CH:8]([CH3:15])[CH2:7]1)=C. The catalyst is CC(O)C. The product is [CH:8]1([CH3:15])[CH2:9][CH2:10][CH:11]([CH:12]([CH3:13])[CH3:14])[CH:6]([OH:5])[CH2:7]1. The yield is 0.730. (3) The reactants are [OH-:1].[Na+].[C:3]([C:5]1[CH:10]=[CH:9][CH:8]=[CH:7][C:6]=1[S:11][C:12]1[CH:20]=[CH:19][CH:18]=[CH:17][C:13]=1[C:14]([OH:16])=[O:15])#N.[OH2:21]. No catalyst specified. The product is [S:11]([C:12]1[CH:20]=[CH:19][CH:18]=[CH:17][C:13]=1[C:14]([OH:16])=[O:15])[C:6]1[CH:7]=[CH:8][CH:9]=[CH:10][C:5]=1[C:3]([OH:21])=[O:1]. The yield is 0.970. (4) The reactants are [Cl:1][CH2:2][C:3]([CH2:5]Cl)=O.[Cl:7][C:8]1[N:13]=[C:12]([S:14][CH3:15])[N:11]=[C:10]([NH2:16])[CH:9]=1.O. The yield is 0.440. The catalyst is CC(O)=O. The product is [Cl:7][C:8]1[N:13]=[C:12]([S:14][CH3:15])[N:11]2[CH:5]=[C:3]([CH2:2][Cl:1])[N:16]=[C:10]2[CH:9]=1. (5) The reactants are [H-].[Na+].[NH:3]1[C:11]2[C:6](=[CH:7][CH:8]=[CH:9][CH:10]=2)[CH:5]=[CH:4]1.Br[CH2:13][CH2:14][O:15][Si:16]([C:19]([CH3:22])([CH3:21])[CH3:20])([CH3:18])[CH3:17]. The catalyst is CN(C)C=O. The product is [Si:16]([O:15][CH2:14][CH2:13][N:3]1[C:11]2[C:6](=[CH:7][CH:8]=[CH:9][C:10]=2[CH:14]([O:15][Si:16]([C:19]([CH3:22])([CH3:21])[CH3:20])([CH3:18])[CH3:17])[CH3:13])[CH:5]=[CH:4]1)([C:19]([CH3:22])([CH3:21])[CH3:20])([CH3:18])[CH3:17]. The yield is 0.890. (6) The reactants are [C:1]1([C:7]2[O:11][N:10]=[C:9]([NH2:12])[CH:8]=2)[CH:6]=[CH:5][CH:4]=[CH:3][CH:2]=1.[C:13](=[O:16])([O-])[O-:14].[K+].[K+]. The catalyst is O1CCCC1. The product is [C:1]1([C:7]2[O:11][N:10]=[C:9]([NH:12][C:13](=[O:16])[O:14][C:1]3[CH:6]=[CH:5][CH:4]=[CH:3][CH:2]=3)[CH:8]=2)[CH:2]=[CH:3][CH:4]=[CH:5][CH:6]=1. The yield is 0.800. (7) The reactants are [Si:1]([O:8][C@H:9]([CH3:15])[C:10](OCC)=[O:11])([C:4]([CH3:7])([CH3:6])[CH3:5])([CH3:3])[CH3:2].CO.[Li+].[BH4-]. The catalyst is C(OCC)C. The product is [Si:1]([O:8][C@H:9]([CH3:15])[CH2:10][OH:11])([C:4]([CH3:7])([CH3:6])[CH3:5])([CH3:3])[CH3:2]. The yield is 0.930. (8) The reactants are [Cr](Cl)([O-])(=O)=O.[NH+]1C=CC=CC=1.[CH3:12][O:13][C:14]1[C:19]([O:20][CH3:21])=[CH:18][C:17]([CH2:22][OH:23])=[C:16]([CH:24]([CH3:32])[CH2:25][C:26]2[CH:31]=[CH:30][CH:29]=[CH:28][CH:27]=2)[CH:15]=1. The catalyst is C(Cl)Cl.CCOCC. The product is [CH3:12][O:13][C:14]1[C:19]([O:20][CH3:21])=[CH:18][C:17]([CH:22]=[O:23])=[C:16]([CH:24]([CH3:32])[CH2:25][C:26]2[CH:31]=[CH:30][CH:29]=[CH:28][CH:27]=2)[CH:15]=1. The yield is 0.760.